From a dataset of Full USPTO retrosynthesis dataset with 1.9M reactions from patents (1976-2016). Predict the reactants needed to synthesize the given product. (1) Given the product [C:1]([O:5][C:6]([N:8]1[CH2:11][CH:10]([CH2:12][N:13]([CH2:14][C:15]2[CH:20]=[CH:19][C:18]([Cl:21])=[CH:17][C:16]=2[Cl:22])[CH2:24][CH2:23][C:25](=[O:26])[CH3:27])[CH2:9]1)=[O:7])([CH3:4])([CH3:2])[CH3:3], predict the reactants needed to synthesize it. The reactants are: [C:1]([O:5][C:6]([N:8]1[CH2:11][CH:10]([CH2:12][NH:13][CH2:14][C:15]2[CH:20]=[CH:19][C:18]([Cl:21])=[CH:17][C:16]=2[Cl:22])[CH2:9]1)=[O:7])([CH3:4])([CH3:3])[CH3:2].[CH:23]([C:25]([CH3:27])=[O:26])=[CH2:24]. (2) The reactants are: C[O:2][C:3](=O)[C:4]1[CH:9]=[CH:8][C:7]([N:10]2[CH:14]=[C:13]([C:15]3[C:16]([C:24]4[CH:29]=[CH:28][CH:27]=[CH:26][CH:25]=4)=[N:17][O:18][C:19]=3[C:20]([F:23])([F:22])[F:21])[N:12]=[CH:11]2)=[CH:6][CH:5]=1.[NH:31]1[CH2:36][CH2:35][S:34][CH2:33][CH2:32]1. Given the product [C:24]1([C:16]2[C:15]([C:13]3[N:12]=[CH:11][N:10]([C:7]4[CH:6]=[CH:5][C:4]([C:3]([N:31]5[CH2:36][CH2:35][S:34][CH2:33][CH2:32]5)=[O:2])=[CH:9][CH:8]=4)[CH:14]=3)=[C:19]([C:20]([F:21])([F:23])[F:22])[O:18][N:17]=2)[CH:29]=[CH:28][CH:27]=[CH:26][CH:25]=1, predict the reactants needed to synthesize it. (3) Given the product [CH2:1]([N:3]1[C:12]2[CH:11]=[CH:10][C:9]([C:13]#[C:14][CH:15]=[O:16])=[CH:8][C:7]=2[C:6]2=[N:17][N:18]([CH:21]3[CH2:26][CH2:25][CH2:24][CH2:23][O:22]3)[C:19]([CH3:20])=[C:5]2[C:4]1=[O:27])[CH3:2], predict the reactants needed to synthesize it. The reactants are: [CH2:1]([N:3]1[C:12]2[CH:11]=[CH:10][C:9]([C:13]#[C:14][CH2:15][OH:16])=[CH:8][C:7]=2[C:6]2=[N:17][N:18]([CH:21]3[CH2:26][CH2:25][CH2:24][CH2:23][O:22]3)[C:19]([CH3:20])=[C:5]2[C:4]1=[O:27])[CH3:2].CC(OI1(OC(C)=O)(OC(C)=O)OC(=O)C2C=CC=CC1=2)=O. (4) Given the product [Cl:38][C:39]1[CH:40]=[C:41]([C@H:46]2[CH2:50][CH2:49][N:48]([C@H:2]3[CH2:6][CH2:5][N:4]([C:7]4[CH:12]=[CH:11][CH:10]=[CH:9][CH:8]=4)[C:3]3=[O:13])[CH2:47]2)[CH:42]=[C:43]([Cl:45])[CH:44]=1, predict the reactants needed to synthesize it. The reactants are: O[C@@H:2]1[CH2:6][CH2:5][N:4]([C:7]2[CH:12]=[CH:11][CH:10]=[CH:9][CH:8]=2)[C:3]1=[O:13].CCN(C(C)C)C(C)C.S(OS(C(F)(F)F)(=O)=O)(C(F)(F)F)(=O)=O.[Cl:38][C:39]1[CH:40]=[C:41]([C@H:46]2[CH2:50][CH2:49][NH:48][CH2:47]2)[CH:42]=[C:43]([Cl:45])[CH:44]=1. (5) Given the product [N+:42]([C:45]1[CH:50]=[CH:49][C:48]([O:11][CH2:12][CH2:13][O:14][CH2:15][CH2:16][O:17][CH2:18][CH2:19][O:20][CH2:21][CH2:22][O:23][CH2:24][CH2:25][O:26][CH2:27][CH2:28][O:29][CH:30]2[CH2:35][CH2:34][CH2:33][CH2:32][O:31]2)=[CH:47][CH:46]=1)([O-:44])=[O:43], predict the reactants needed to synthesize it. The reactants are: CC1C=CC(S([O:11][CH2:12][CH2:13][O:14][CH2:15][CH2:16][O:17][CH2:18][CH2:19][O:20][CH2:21][CH2:22][O:23][CH2:24][CH2:25][O:26][CH2:27][CH2:28][O:29][CH:30]2[CH2:35][CH2:34][CH2:33][CH2:32][O:31]2)(=O)=O)=CC=1.C([O-])([O-])=O.[K+].[K+].[N+:42]([C:45]1[CH:50]=[CH:49][C:48](O)=[CH:47][CH:46]=1)([O-:44])=[O:43]. (6) Given the product [NH2:1][C:4]1[CH:12]=[CH:11][CH:10]=[C:9]2[C:5]=1[C:6](=[O:28])[N:7]([CH:14]([C:17]1[CH:22]=[CH:21][C:20]([O:23][CH3:24])=[C:19]([O:25][CH2:26][CH3:27])[CH:18]=1)[C:15]#[N:16])[C:8]2=[O:13], predict the reactants needed to synthesize it. The reactants are: [N+:1]([C:4]1[CH:12]=[CH:11][CH:10]=[C:9]2[C:5]=1[C:6](=[O:28])[N:7]([CH:14]([C:17]1[CH:22]=[CH:21][C:20]([O:23][CH3:24])=[C:19]([O:25][CH2:26][CH3:27])[CH:18]=1)[C:15]#[N:16])[C:8]2=[O:13])([O-])=O.